From a dataset of Full USPTO retrosynthesis dataset with 1.9M reactions from patents (1976-2016). Predict the reactants needed to synthesize the given product. (1) Given the product [Cl:14][C:13]1[C:3]2[CH2:2][N:31]([CH:29]([C:19]3[CH:20]=[CH:21][C:22]([O:23][CH2:24][C:25]([F:26])([F:27])[F:28])=[C:17]([CH3:16])[CH:18]=3)[CH3:30])[C:5](=[O:7])[C:4]=2[CH:10]=[CH:11][N:12]=1, predict the reactants needed to synthesize it. The reactants are: Br[CH2:2][C:3]1[C:13]([Cl:14])=[N:12][CH:11]=[CH:10][C:4]=1[C:5]([O:7]CC)=O.Cl.[CH3:16][C:17]1[CH:18]=[C:19]([CH:29]([NH2:31])[CH3:30])[CH:20]=[CH:21][C:22]=1[O:23][CH2:24][C:25]([F:28])([F:27])[F:26]. (2) Given the product [CH:53]1([CH2:48][CH2:49][N:6]2[CH2:11][CH2:10][CH:9]([O:12][C:13]3[CH:18]=[CH:17][C:16]([NH:19][C:20]([N:22]4[CH2:30][C:29]5[CH:28]=[CH:27][N:26]=[CH:25][C:24]=5[CH2:23]4)=[O:21])=[CH:15][CH:14]=3)[CH2:8][CH2:7]2)[CH2:52][CH2:51][CH2:50][CH2:54]1, predict the reactants needed to synthesize it. The reactants are: C(=O)C(C)C.[NH:6]1[CH2:11][CH2:10][CH:9]([O:12][C:13]2[CH:18]=[CH:17][C:16]([NH:19][C:20]([N:22]3[CH2:30][C:29]4[CH:28]=[CH:27][N:26]=[CH:25][C:24]=4[CH2:23]3)=[O:21])=[CH:15][CH:14]=2)[CH2:8][CH2:7]1.N1CC=[C:54]([C:53]2[CH:52]=[CH:51][C:50](NC(N3[CH2:54][C:53]4[C:48](=[CH:49][CH:50]=[CH:51][CH:52]=4)C3)=O)=[CH:49][CH:48]=2)CC1.